Task: Predict the product of the given reaction.. Dataset: Forward reaction prediction with 1.9M reactions from USPTO patents (1976-2016) The product is: [ClH:1].[NH2:45][CH2:44][C@H:41]1[CH2:40][CH2:39][C@H:38]([C:36]([NH:35][C@H:14]([C:13]([NH:12][C:4]2[CH:3]=[C:2]([Cl:1])[C:7]3[NH:8][C:9](=[O:11])[NH:10][C:6]=3[CH:5]=2)=[O:53])[CH2:15][C:16]2[CH:17]=[CH:18][C:19]([C:22]3[CH:27]=[CH:26][C:25]([C:28]([NH:29][CH:30]([CH3:31])[CH3:32])=[O:33])=[CH:24][C:23]=3[CH3:34])=[CH:20][CH:21]=2)=[O:37])[CH2:43][CH2:42]1. Given the reactants [Cl:1][C:2]1[C:7]2[NH:8][C:9](=[O:11])[NH:10][C:6]=2[CH:5]=[C:4]([NH:12][C:13](=[O:53])[C@@H:14]([NH:35][C:36]([C@H:38]2[CH2:43][CH2:42][C@H:41]([CH2:44][NH:45]C(=O)OC(C)(C)C)[CH2:40][CH2:39]2)=[O:37])[CH2:15][C:16]2[CH:21]=[CH:20][C:19]([C:22]3[CH:27]=[CH:26][C:25]([C:28](=[O:33])[NH:29][CH:30]([CH3:32])[CH3:31])=[CH:24][C:23]=3[CH3:34])=[CH:18][CH:17]=2)[CH:3]=1.Cl, predict the reaction product.